This data is from Reaction yield outcomes from USPTO patents with 853,638 reactions. The task is: Predict the reaction yield, written as a fraction of the theoretical maximum amount of product (1.0 means a 100% yield; for example, 0.34 means a 34% yield). (1) The reactants are [O:1]1[C:5]2[CH:6]=[CH:7][C:8]([C:10]3[CH:15]=[CH:14][C:13]([N:16]4[C:20]([CH2:21][C@@H:22]5[CH2:26][CH2:25][N:24]([C:27]([CH:29]6[CH2:31][CH2:30]6)=[O:28])[CH2:23]5)=[N:19][NH:18][C:17]4=[O:32])=[CH:12][CH:11]=3)=[CH:9][C:4]=2[CH:3]=[CH:2]1.C(=O)([O-])[O-].[K+].[K+].Cl[CH2:40][C:41]#[N:42]. The catalyst is CN(C)C=O. The product is [O:1]1[C:5]2[CH:6]=[CH:7][C:8]([C:10]3[CH:11]=[CH:12][C:13]([N:16]4[C:17](=[O:32])[N:18]([CH2:40][C:41]#[N:42])[N:19]=[C:20]4[CH2:21][C@@H:22]4[CH2:26][CH2:25][N:24]([C:27]([CH:29]5[CH2:30][CH2:31]5)=[O:28])[CH2:23]4)=[CH:14][CH:15]=3)=[CH:9][C:4]=2[CH:3]=[CH:2]1. The yield is 0.480. (2) The reactants are S(=O)(=O)(O)[OH:2].[Cl:6][C:7]1[CH:12]=[CH:11][C:10]([S:13][CH2:14][C:15]2[CH:20]=[C:19]([F:21])[CH:18]=[CH:17][C:16]=2[F:22])=[CH:9][CH:8]=1.OO.[OH2:25]. The catalyst is CCCCCCCC[N+](CCCCCCCC)(CCCCCCCC)C.[Cl-].C1(C)C=CC=CC=1.O.O.[O-][W]([O-])(=O)=O.[Na+].[Na+]. The product is [Cl:6][C:7]1[CH:12]=[CH:11][C:10]([S:13]([CH2:14][C:15]2[CH:20]=[C:19]([F:21])[CH:18]=[CH:17][C:16]=2[F:22])(=[O:2])=[O:25])=[CH:9][CH:8]=1. The yield is 0.960. (3) The yield is 0.337. The reactants are [NH:1]([C:3]1[N:8]=[CH:7][C:6]([C:9]([OH:12])([CH3:11])[CH3:10])=[CH:5][CH:4]=1)[NH2:2].[N:13]([C:16]1[CH:21]=[CH:20][C:19]([N+:22]([O-:24])=[O:23])=[CH:18][CH:17]=1)=[C:14]=[S:15]. The catalyst is C(#N)C.CCOCC. The product is [OH:12][C:9]([C:6]1[CH:5]=[CH:4][C:3]([NH:1][NH:2][C:14](=[S:15])[NH:13][C:16]2[CH:17]=[CH:18][C:19]([N+:22]([O-:24])=[O:23])=[CH:20][CH:21]=2)=[N:8][CH:7]=1)([CH3:10])[CH3:11]. (4) The reactants are [C:1]([O:4][C:5](=[O:7])[CH3:6])(=O)[CH3:2].OCC1[CH:19]=[CH:18][C:17]2[C:12](=[C:13]([C:24]#[N:25])[C:14]([O:20][CH2:21][O:22][CH3:23])=[CH:15][CH:16]=2)[N:11]=1. The catalyst is CN(C1C=CN=CC=1)C.C(Cl)(Cl)Cl.N1C=CC=CC=1. The product is [C:5]([O:4][CH2:1][C:2]1[CH:19]=[CH:18][C:17]2[C:12](=[C:13]([C:24]#[N:25])[C:14]([O:20][CH2:21][O:22][CH3:23])=[CH:15][CH:16]=2)[N:11]=1)(=[O:7])[CH3:6]. The yield is 0.950. (5) The reactants are [Cl:1][C:2]1[C:3](=[O:23])[N:4]([CH2:9][C:10]([C:12]2[CH:17]=[CH:16][C:15]([N:18]([CH2:21][CH3:22])[CH2:19][CH3:20])=[CH:14][CH:13]=2)=[O:11])[N:5]=[CH:6][C:7]=1Cl.[CH2:24]1[CH:31]2[C:27]3([NH2:33])[CH2:28][CH:29]([CH2:32][CH:25]1[CH2:26]3)[CH2:30]2.C(N(CC)CC)C.[Cl-].[NH4+]. The catalyst is CN(C)C(=O)C. The product is [Cl:1][C:2]1[C:3](=[O:23])[N:4]([CH2:9][C:10]([C:12]2[CH:17]=[CH:16][C:15]([N:18]([CH2:21][CH3:22])[CH2:19][CH3:20])=[CH:14][CH:13]=2)=[O:11])[N:5]=[CH:6][C:7]=1[NH:33][C:27]12[CH2:28][CH:29]3[CH2:32][CH:25]([CH2:24][CH:31]1[CH2:30]3)[CH2:26]2. The yield is 0.170. (6) The yield is 0.550. The product is [C:33]([O:37][C:38]([CH2:39][C:40]1[CH:41]=[CH:42][C:43]([O:15][C:14]([C:7]2[CH:8]=[C:9]3[C:4](=[CH:5][CH:6]=2)[O:3][C:2]([CH3:17])([CH3:1])[CH2:11][C:10]3([CH3:12])[CH3:13])=[O:16])=[CH:44][CH:45]=1)=[O:47])([CH3:36])([CH3:34])[CH3:35]. The reactants are [CH3:1][C:2]1([CH3:17])[CH2:11][C:10]([CH3:13])([CH3:12])[C:9]2[C:4](=[CH:5][CH:6]=[C:7]([C:14]([OH:16])=[O:15])[CH:8]=2)[O:3]1.C(OC1C=CC(O)=CC=1C(C)(C)C)(=O)C.[C:33]([O:37][C:38](=[O:47])[CH2:39][C:40]1[CH:45]=[CH:44][C:43](O)=[CH:42][CH:41]=1)([CH3:36])([CH3:35])[CH3:34].C(OCC)(=O)C. The catalyst is S(Cl)(Cl)=O.CCCCCC. (7) The reactants are [NH2:1][C:2]1[CH:7]=[C:6]([C:8]([F:11])([F:10])[CH3:9])[N:5]=[C:4]([C:12]([O:14]C)=[O:13])[C:3]=1[O:16][CH3:17].[OH-].[Na+].Cl. The catalyst is C1COCC1.CO. The product is [NH2:1][C:2]1[CH:7]=[C:6]([C:8]([F:10])([F:11])[CH3:9])[N:5]=[C:4]([C:12]([OH:14])=[O:13])[C:3]=1[O:16][CH3:17]. The yield is 0.870.